From a dataset of Catalyst prediction with 721,799 reactions and 888 catalyst types from USPTO. Predict which catalyst facilitates the given reaction. (1) Reactant: [NH:1]1[CH2:6][CH2:5][O:4][C@@H:3]([CH2:7][NH:8][C:9](=[O:15])[O:10][C:11]([CH3:14])([CH3:13])[CH3:12])[CH2:2]1.C(N(CC)C(C)C)(C)C.Br[CH:26]([C:28]1[CH:33]=[CH:32][C:31]([Cl:34])=[C:30]([Cl:35])[CH:29]=1)[CH3:27].C(=O)([O-])O.[Na+]. Product: [Cl:35][C:30]1[CH:29]=[C:28]([CH:26]([N:1]2[CH2:6][CH2:5][O:4][C@@H:3]([CH2:7][NH:8][C:9](=[O:15])[O:10][C:11]([CH3:12])([CH3:14])[CH3:13])[CH2:2]2)[CH3:27])[CH:33]=[CH:32][C:31]=1[Cl:34]. The catalyst class is: 204. (2) Reactant: Br[C:2]1[CH:3]=[C:4]([CH:9]=[C:10]([C:12]2[CH:17]=[CH:16][C:15]([CH3:18])=[CH:14][N:13]=2)[CH:11]=1)[C:5]([O:7][CH3:8])=[O:6].[B:19]1([B:19]2[O:23][C:22]([CH3:25])([CH3:24])[C:21]([CH3:27])([CH3:26])[O:20]2)[O:23][C:22]([CH3:25])([CH3:24])[C:21]([CH3:27])([CH3:26])[O:20]1.C([O-])(=O)C.[K+]. Product: [CH3:18][C:15]1[CH:16]=[CH:17][C:12]([C:10]2[CH:9]=[C:4]([CH:3]=[C:2]([B:19]3[O:23][C:22]([CH3:25])([CH3:24])[C:21]([CH3:27])([CH3:26])[O:20]3)[CH:11]=2)[C:5]([O:7][CH3:8])=[O:6])=[N:13][CH:14]=1. The catalyst class is: 12. (3) Reactant: [Cl:1][C:2]1[CH:42]=[CH:41][C:5]([CH2:6][N:7]([C:12]2[C:31](B3OC(C)(C)C(C)(C)O3)=[CH:30][C:15]3[C:16]([C:26]([NH:28][CH3:29])=[O:27])=[C:17]([C:19]4[CH:24]=[CH:23][C:22]([F:25])=[CH:21][CH:20]=4)[O:18][C:14]=3[CH:13]=2)[S:8]([CH3:11])(=[O:10])=[O:9])=[CH:4][CH:3]=1.Cl[C:44]1[CH:45]=[CH:46][C:47]2[O:60][CH2:59][N:50]3[C:51]4[CH:52]=[CH:53][CH:54]=[C:55]([F:58])[C:56]=4[CH:57]=[C:49]3[C:48]=2[N:61]=1.CC(C1C=C(C(C)C)C(C2C=CC=CC=2P(C2CCCCC2)C2CCCCC2)=C(C(C)C)C=1)C. Product: [Cl:1][C:2]1[CH:42]=[CH:41][C:5]([CH2:6][N:7]([C:12]2[C:31]([C:44]3[CH:45]=[CH:46][C:47]4[O:60][CH2:59][N:50]5[C:51]6[CH:52]=[CH:53][CH:54]=[C:55]([F:58])[C:56]=6[CH:57]=[C:49]5[C:48]=4[N:61]=3)=[CH:30][C:15]3[C:16]([C:26]([NH:28][CH3:29])=[O:27])=[C:17]([C:19]4[CH:24]=[CH:23][C:22]([F:25])=[CH:21][CH:20]=4)[O:18][C:14]=3[CH:13]=2)[S:8]([CH3:11])(=[O:10])=[O:9])=[CH:4][CH:3]=1. The catalyst class is: 333. (4) Reactant: [CH:1]([P:3](=[O:6])([OH:5])[OH:4])=[CH2:2].[C:7]([OH:12])(=[O:11])[C:8]([CH3:10])=[CH2:9].CC(N=NC(C#N)(C)C)(C#N)C. Product: [CH:1]([P:3](=[O:4])([OH:6])[OH:5])=[CH2:2].[C:7]([OH:12])(=[O:11])[C:8]([CH3:10])=[CH2:9]. The catalyst class is: 13. (5) Reactant: Cl[C:2]1[N:3]=[C:4]([O:12][C:13]2[C:20]([CH3:21])=[CH:19][C:16]([C:17]#[N:18])=[CH:15][C:14]=2[CH3:22])[C:5]2[N:10]([CH3:11])[CH:9]=[CH:8][C:6]=2[N:7]=1.[NH2:23][C:24]1[CH:31]=[CH:30][C:27]([C:28]#[N:29])=[CH:26][CH:25]=1.C(O)(C(F)(F)F)=O. Product: [C:28]([C:27]1[CH:30]=[CH:31][C:24]([NH:23][C:2]2[N:3]=[C:4]([O:12][C:13]3[C:20]([CH3:21])=[CH:19][C:16]([C:17]#[N:18])=[CH:15][C:14]=3[CH3:22])[C:5]3[N:10]([CH3:11])[CH:9]=[CH:8][C:6]=3[N:7]=2)=[CH:25][CH:26]=1)#[N:29]. The catalyst class is: 6. (6) Product: [C:1]([O:5][C:6](=[O:7])[NH:8][C:9]1([C:21](=[O:23])[NH:29][C:28]2[CH:30]=[CH:31][C:25]([Br:24])=[CH:26][CH:27]=2)[CH2:10][O:11][CH:12]([C:15]2[CH:20]=[CH:19][CH:18]=[CH:17][CH:16]=2)[O:13][CH2:14]1)([CH3:3])([CH3:2])[CH3:4]. The catalyst class is: 22. Reactant: [C:1]([O:5][C:6]([NH:8][C:9]1([C:21]([OH:23])=O)[CH2:14][O:13][CH:12]([C:15]2[CH:20]=[CH:19][CH:18]=[CH:17][CH:16]=2)[O:11][CH2:10]1)=[O:7])([CH3:4])([CH3:3])[CH3:2].[Br:24][C:25]1[CH:31]=[CH:30][C:28]([NH2:29])=[CH:27][CH:26]=1.CCOC1N(C(OCC)=O)C2C(=CC=CC=2)C=C1.C(N(CC)CC)C.